Dataset: Full USPTO retrosynthesis dataset with 1.9M reactions from patents (1976-2016). Task: Predict the reactants needed to synthesize the given product. (1) Given the product [O:1]1[C:5]2[CH:6]=[CH:7][C:8]([CH2:10][C:11]3[N:34]4[N:35]=[C:36]([NH2:38])[N:37]=[C:13]4[C:14]4[C:20]([F:21])=[CH:19][C:18]([N:22]5[CH2:23][CH2:24][N:25]([CH3:28])[CH2:26][CH2:27]5)=[CH:17][C:15]=4[N:16]=3)=[CH:9][C:4]=2[O:3][CH2:2]1, predict the reactants needed to synthesize it. The reactants are: [O:1]1[C:5]2[CH:6]=[CH:7][C:8]([CH2:10][C:11]3O[C:13](=O)[C:14]4[C:20]([F:21])=[CH:19][C:18]([N:22]5[CH2:27][CH2:26][N:25]([CH3:28])[CH2:24][CH2:23]5)=[CH:17][C:15]=4[N:16]=3)=[CH:9][C:4]=2[O:3][CH2:2]1.C(=O)(O)O.[NH2:34][NH:35][C:36]([NH2:38])=[NH:37]. (2) The reactants are: [NH2:1][C:2]1[N:7]=[C:6](S(C)=O)[C:5]([C:11]#[N:12])=[C:4]([N:13]2[CH:17]=[CH:16][CH:15]=[N:14]2)[N:3]=1.[CH3:18][C:19]1[C:20]([CH2:26][OH:27])=[N:21][CH:22]=[C:23]([CH3:25])[CH:24]=1.C1CCN2C(=NCCC2)CC1. Given the product [NH2:1][C:2]1[N:7]=[C:6]([O:27][CH2:26][C:20]2[C:19]([CH3:18])=[CH:24][C:23]([CH3:25])=[CH:22][N:21]=2)[C:5]([C:11]#[N:12])=[C:4]([N:13]2[CH:17]=[CH:16][CH:15]=[N:14]2)[N:3]=1, predict the reactants needed to synthesize it. (3) The reactants are: [NH2:1][C:2]1[CH:7]=[C:6]([F:8])[CH:5]=[C:4]([NH2:9])[C:3]=1[NH:10][CH2:11][CH2:12][CH2:13][OH:14].Cl.[Cl:16][C:17]1[CH:22]=[C:21]([Cl:23])[CH:20]=[CH:19][C:18]=1[CH:24]([OH:29])[C:25](=N)OC.[CH:30](=O)[CH3:31].[C:33](O[BH-](OC(=O)C)OC(=O)C)(=O)[CH3:34].[Na+]. Given the product [Cl:16][C:17]1[CH:22]=[C:21]([Cl:23])[CH:20]=[CH:19][C:18]=1[CH:24]([OH:29])[C:25]1[N:10]([CH2:11][CH2:12][CH2:13][OH:14])[C:3]2[C:2]([N:1]([CH2:30][CH3:31])[CH2:33][CH3:34])=[CH:7][C:6]([F:8])=[CH:5][C:4]=2[N:9]=1, predict the reactants needed to synthesize it. (4) Given the product [CH:3]1([NH:9][C:10]2[C:14]3([CH2:15][CH2:16][N:17]([CH2:52][CH2:51][CH2:50][CH2:49][CH2:48][CH2:47][CH2:46][CH:45]=[CH2:44])[CH2:18][CH2:19]3)[N:13]([C:20]3[CH:21]=[CH:22][C:23]([I:26])=[CH:24][CH:25]=3)[C:12](=[O:27])[N:11]=2)[CH2:4][CH2:5][CH2:6][CH2:7][CH2:8]1, predict the reactants needed to synthesize it. The reactants are: Cl.Cl.[CH:3]1([NH:9][C:10]2[C:14]3([CH2:19][CH2:18][NH:17][CH2:16][CH2:15]3)[N:13]([C:20]3[CH:25]=[CH:24][C:23]([I:26])=[CH:22][CH:21]=3)[C:12](=[O:27])[N:11]=2)[CH2:8][CH2:7][CH2:6][CH2:5][CH2:4]1.C(N(C(C)C)CC)(C)C.C(=O)([O-])[O-].[K+].[K+].I[CH2:44][CH2:45][CH2:46][CH2:47][CH2:48][CH2:49][CH2:50][CH:51]=[CH2:52].